Dataset: Forward reaction prediction with 1.9M reactions from USPTO patents (1976-2016). Task: Predict the product of the given reaction. Given the reactants COC1C=C(OC)C=CC=1C[N:6]1[C:14](=[O:15])[C:13]2[C:12]([NH:16][C:17]3[CH:18]=[C:19]([CH3:23])[CH:20]=[CH:21][CH:22]=3)=[N:11][C:10]([NH:24][C@@H:25]3[CH2:30][CH2:29][CH2:28][CH2:27][C@@H:26]3[NH:31]C(=O)OC(C)(C)C)=[N:9][C:8]=2[CH2:7]1, predict the reaction product. The product is: [NH2:31][C@H:26]1[CH2:27][CH2:28][CH2:29][CH2:30][C@H:25]1[NH:24][C:10]1[N:11]=[C:12]([NH:16][C:17]2[CH:18]=[C:19]([CH3:23])[CH:20]=[CH:21][CH:22]=2)[C:13]2[C:14](=[O:15])[NH:6][CH2:7][C:8]=2[N:9]=1.